From a dataset of Catalyst prediction with 721,799 reactions and 888 catalyst types from USPTO. Predict which catalyst facilitates the given reaction. (1) Reactant: Cl[C:2]1[C:11]2[C:6](=[CH:7][CH:8]=[C:9]([O:12][CH3:13])[CH:10]=2)[CH:5]=[C:4]([C:14]2[CH:15]=[N:16][CH:17]=[CH:18][CH:19]=2)[N:3]=1.[Cl:20][C:21]1[CH:22]=[C:23]([CH:25]=[CH:26][C:27]=1[F:28])[NH2:24].CC1(C)C2C(=C(P(C3C=CC=CC=3)C3C=CC=CC=3)C=CC=2)OC2C(P(C3C=CC=CC=3)C3C=CC=CC=3)=CC=CC1=2.C(=O)([O-])[O-].[Cs+].[Cs+]. Product: [Cl:20][C:21]1[CH:22]=[C:23]([NH:24][C:2]2[C:11]3[C:6](=[CH:7][CH:8]=[C:9]([O:12][CH3:13])[CH:10]=3)[CH:5]=[C:4]([C:14]3[CH:15]=[N:16][CH:17]=[CH:18][CH:19]=3)[N:3]=2)[CH:25]=[CH:26][C:27]=1[F:28]. The catalyst class is: 552. (2) Reactant: [Si:1]([O:8][CH2:9][C:10]1[O:14][C:13]([C:15]([C:17]2[CH:18]=[N:19][C:20]([Cl:24])=[C:21]([Cl:23])[CH:22]=2)=[O:16])=[N:12][N:11]=1)([C:4]([CH3:7])([CH3:6])[CH3:5])([CH3:3])[CH3:2].[BH4-].[Na+].CC(O)=O. Product: [Si:1]([O:8][CH2:9][C:10]1[O:14][C:13]([CH:15]([C:17]2[CH:18]=[N:19][C:20]([Cl:24])=[C:21]([Cl:23])[CH:22]=2)[OH:16])=[N:12][N:11]=1)([C:4]([CH3:5])([CH3:6])[CH3:7])([CH3:2])[CH3:3]. The catalyst class is: 214. (3) Reactant: [C:1]([C:5]1[CH:9]=[C:8](C(O)=O)[N:7]([C:13]2[CH:18]=[CH:17][CH:16]=[C:15]([F:19])[CH:14]=2)[N:6]=1)([CH3:4])([CH3:3])[CH3:2].C([N:22]([CH2:25]C)CC)C.C1(P(N=[N+]=[N-])(C2C=CC=CC=2)=[O:34])C=CC=CC=1.[NH2:44][C:45]1[CH:62]=[CH:61][C:48]([O:49][C:50]2[CH:55]=[CH:54][N:53]=[C:52]3[NH:56][C:57](=[O:60])[N:58]([CH3:59])[C:51]=23)=[CH:47][C:46]=1[F:63]. Product: [C:1]([C:5]1[CH:9]=[C:8]([NH:22][C:25]([NH:44][C:45]2[CH:62]=[CH:61][C:48]([O:49][C:50]3[CH:55]=[CH:54][N:53]=[C:52]4[NH:56][C:57](=[O:60])[N:58]([CH3:59])[C:51]=34)=[CH:47][C:46]=2[F:63])=[O:34])[N:7]([C:13]2[CH:18]=[CH:17][CH:16]=[C:15]([F:19])[CH:14]=2)[N:6]=1)([CH3:2])([CH3:3])[CH3:4]. The catalyst class is: 31.